Dataset: Forward reaction prediction with 1.9M reactions from USPTO patents (1976-2016). Task: Predict the product of the given reaction. (1) Given the reactants [Br:1][C:2]1[N:7]=[C:6]([NH:8][N:9]=[C:10]2[CH2:17][CH:16]3[N:18]([C:19]([O:21][C:22]([CH3:25])([CH3:24])[CH3:23])=[O:20])[CH:12]([CH2:13][CH2:14][CH2:15]3)[CH2:11]2)[CH:5]=[CH:4][CH:3]=1.[H-].[Na+].[CH3:28]I.O, predict the reaction product. The product is: [Br:1][C:2]1[N:7]=[C:6]([N:8]([CH3:28])[N:9]=[C:10]2[CH2:17][CH:16]3[N:18]([C:19]([O:21][C:22]([CH3:25])([CH3:24])[CH3:23])=[O:20])[CH:12]([CH2:13][CH2:14][CH2:15]3)[CH2:11]2)[CH:5]=[CH:4][CH:3]=1. (2) Given the reactants FC(F)(F)S(O[C:7]1[CH:16]=[CH:15][CH:14]=[C:13]2[C:8]=1[CH:9]=[CH:10][C:11]([CH3:17])=[N:12]2)(=O)=O.[CH3:20][C@H:21]1[CH2:26][NH:25][CH2:24][CH2:23][NH:22]1, predict the reaction product. The product is: [CH3:17][C:11]1[CH:10]=[CH:9][C:8]2[C:13](=[CH:14][CH:15]=[CH:16][C:7]=2[N:25]2[CH2:24][CH2:23][NH:22][C@@H:21]([CH3:20])[CH2:26]2)[N:12]=1.